Dataset: Forward reaction prediction with 1.9M reactions from USPTO patents (1976-2016). Task: Predict the product of the given reaction. (1) Given the reactants [F:1][C:2]1[CH:3]=[C:4]([CH:7]=[CH:8][C:9]=1[C:10]1[S:11][C:12]2[C:17]([N:18]=1)=[CH:16][CH:15]=[C:14]([C:19]1([C:22]3[CH:27]=[CH:26][CH:25]=[CH:24][CH:23]=3)[CH2:21][CH2:20]1)[N:13]=2)[CH:5]=O.Cl.[C:29]([O:33][C:34](=[O:38])[C@@H:35]([CH3:37])[NH2:36])([CH3:32])([CH3:31])[CH3:30], predict the reaction product. The product is: [F:1][C:2]1[CH:3]=[C:4]([CH:7]=[CH:8][C:9]=1[C:10]1[S:11][C:12]2[C:17]([N:18]=1)=[CH:16][CH:15]=[C:14]([C:19]1([C:22]3[CH:23]=[CH:24][CH:25]=[CH:26][CH:27]=3)[CH2:20][CH2:21]1)[N:13]=2)[CH2:5][NH:36][C@H:35]([CH3:37])[C:34]([O:33][C:29]([CH3:32])([CH3:31])[CH3:30])=[O:38]. (2) Given the reactants [CH2:1]([O:3][C:4]([C@@H:6]1[CH2:10][CH2:9][CH2:8][C@@H:7]1NCCC(C)C)=[O:5])[CH3:2].CS(NC1C=CC2NC(CC(O)=O)=NS(=O)(=O)C=2C=1)(=O)=O.C1(N=C=NC2CCCCC2)CCCCC1, predict the reaction product. The product is: [CH2:1]([O:3][C:4]([CH:6]1[CH2:10][CH2:9][CH2:8][CH2:7]1)=[O:5])[CH3:2]. (3) Given the reactants [H-].[Na+].O=[C:4]([C:34]1[CH:39]=[CH:38][CH:37]=[CH:36][CH:35]=1)[CH2:5][NH:6][C:7]([C:9]1[C:13]([NH:14][C:15](=[O:24])[C:16]2[C:21]([F:22])=[CH:20][CH:19]=[CH:18][C:17]=2[F:23])=[CH:12][N:11]([CH2:25][C:26]2[CH:31]=[CH:30][C:29]([O:32][CH3:33])=[CH:28][CH:27]=2)[N:10]=1)=O.[CH2:40](Br)[CH:41]=[CH2:42].C[N:45](C=O)C, predict the reaction product. The product is: [CH2:40]([C:5]1[N:6]=[C:7]([C:9]2[C:13]([NH:14][C:15](=[O:24])[C:16]3[C:21]([F:22])=[CH:20][CH:19]=[CH:18][C:17]=3[F:23])=[CH:12][N:11]([CH2:25][C:26]3[CH:31]=[CH:30][C:29]([O:32][CH3:33])=[CH:28][CH:27]=3)[N:10]=2)[NH:45][C:4]=1[C:34]1[CH:35]=[CH:36][CH:37]=[CH:38][CH:39]=1)[CH:41]=[CH2:42]. (4) Given the reactants [CH3:1][O:2][C:3]1[C:8]([C:9]2[CH:14]=[CH:13][C:12]([C:15]([C:17]3[CH:22]=CC=C[CH:18]=3)=[O:16])=[CH:11][CH:10]=2)=[CH:7][C:6]([C:23]([C:25]2[CH:30]=CC=C[CH:26]=2)=[O:24])=[CH:5][CH:4]=1.ClCCl.BrBr, predict the reaction product. The product is: [CH3:1][O:2][C:3]1[C:8]([C:9]2[CH:14]=[CH:13][C:12]([C:15](=[O:16])[CH:17]([CH3:22])[CH3:18])=[CH:11][CH:10]=2)=[CH:7][C:6]([C:23](=[O:24])[CH:25]([CH3:30])[CH3:26])=[CH:5][CH:4]=1. (5) The product is: [N:13]1[CH:14]=[CH:15][CH:16]=[C:11]([N:7]2[C:8]3[C:4](=[CH:3][C:2]([B:17]4[O:21][C:20]([CH3:23])([CH3:22])[C:19]([CH3:25])([CH3:24])[O:18]4)=[CH:10][CH:9]=3)[CH:5]=[CH:6]2)[CH:12]=1. Given the reactants Br[C:2]1[CH:3]=[C:4]2[C:8](=[CH:9][CH:10]=1)[N:7]([C:11]1[CH:12]=[N:13][CH:14]=[CH:15][CH:16]=1)[CH:6]=[CH:5]2.[B:17]1([B:17]2[O:21][C:20]([CH3:23])([CH3:22])[C:19]([CH3:25])([CH3:24])[O:18]2)[O:21][C:20]([CH3:23])([CH3:22])[C:19]([CH3:25])([CH3:24])[O:18]1.C([O-])(=O)C.[K+].C(Cl)Cl, predict the reaction product. (6) The product is: [Cl:49][C:50]1[CH:70]=[CH:69][C:53]2[NH:54][C:55]([CH:57]([NH:68][C:5](=[O:7])[C:4]3[CH:8]=[CH:9][C:10]([C:11]([N:13]4[CH2:17][CH2:16][CH2:15][CH2:14]4)=[O:12])=[C:2]([CH3:1])[CH:3]=3)[CH2:58][C:59]3[C:64]([CH3:65])=[CH:63][C:62]([OH:66])=[CH:61][C:60]=3[CH3:67])=[N:56][C:52]=2[CH:51]=1. Given the reactants [CH3:1][C:2]1[CH:3]=[C:4]([CH:8]=[CH:9][C:10]=1[C:11]([N:13]1[CH2:17][CH2:16][CH2:15][CH2:14]1)=[O:12])[C:5]([OH:7])=O.CN(C(ON1N=NC2C=CC=CC1=2)=[N+](C)C)C.[B-](F)(F)(F)F.C(N(C(C)C)CC)(C)C.[Cl:49][C:50]1[CH:70]=[CH:69][C:53]2[NH:54][C:55]([CH:57]([NH2:68])[CH2:58][C:59]3[C:64]([CH3:65])=[CH:63][C:62]([OH:66])=[CH:61][C:60]=3[CH3:67])=[N:56][C:52]=2[CH:51]=1.ClCl, predict the reaction product. (7) Given the reactants [CH2:1]([C@@H:5]1[NH:9][C:8](=[O:10])[CH:7]=[C:6]1[O:11][CH3:12])[CH:2]([CH3:4])[CH3:3].[Li]CCCC.[C:18]([O:22][C:23]([NH:25][C@H:26]([CH2:39][CH:40]([CH3:42])[CH3:41])[C:27](OC1C=CC([N+]([O-])=O)=CC=1)=[O:28])=[O:24])([CH3:21])([CH3:20])[CH3:19], predict the reaction product. The product is: [CH2:1]([C@H:5]1[C:6]([O:11][CH3:12])=[CH:7][C:8](=[O:10])[N:9]1[C:27](=[O:28])[C@H:26]([NH:25][C:23](=[O:24])[O:22][C:18]([CH3:21])([CH3:20])[CH3:19])[CH2:39][CH:40]([CH3:42])[CH3:41])[CH:2]([CH3:4])[CH3:3].